From a dataset of HIV replication inhibition screening data with 41,000+ compounds from the AIDS Antiviral Screen. Binary Classification. Given a drug SMILES string, predict its activity (active/inactive) in a high-throughput screening assay against a specified biological target. The drug is O=C1OC2(OC2c2ccccc2)c2ccccc21. The result is 0 (inactive).